From a dataset of Full USPTO retrosynthesis dataset with 1.9M reactions from patents (1976-2016). Predict the reactants needed to synthesize the given product. (1) Given the product [CH2:19]1[C:20]2[C:16](=[CH:15][C:14]([C:11]3([C:9]([NH:8][C:6]4[N:7]=[C:2]([C:29]5[CH:30]=[N:31][C:26]([O:25][CH3:24])=[CH:27][CH:28]=5)[C:3]([CH3:23])=[CH:4][CH:5]=4)=[O:10])[CH2:13][CH2:12]3)=[CH:22][CH:21]=2)[CH2:17][CH2:18]1, predict the reactants needed to synthesize it. The reactants are: Cl[C:2]1[N:7]=[C:6]([NH:8][C:9]([C:11]2([C:14]3[CH:15]=[C:16]4[C:20](=[CH:21][CH:22]=3)[CH2:19][CH2:18][CH2:17]4)[CH2:13][CH2:12]2)=[O:10])[CH:5]=[CH:4][C:3]=1[CH3:23].[CH3:24][O:25][C:26]1[N:31]=[CH:30][C:29](B(O)O)=[CH:28][CH:27]=1. (2) Given the product [NH2:1][C:2]1[CH:3]=[C:4]([C:5]([N:27]2[CH2:26][CH2:25][CH:24]([C:21]3[CH:20]=[CH:19][C:18]([C:16]4[CH:15]=[N:14][N:13]([CH3:12])[CH:17]=4)=[CH:23][CH:22]=3)[CH2:29][CH2:28]2)=[O:7])[CH:8]=[CH:9][C:10]=1[CH3:11], predict the reactants needed to synthesize it. The reactants are: [NH2:1][C:2]1[CH:3]=[C:4]([CH:8]=[CH:9][C:10]=1[CH3:11])[C:5]([OH:7])=O.[CH3:12][N:13]1[CH:17]=[C:16]([C:18]2[CH:23]=[CH:22][C:21]([CH:24]3[CH2:29][CH2:28][NH:27][CH2:26][CH2:25]3)=[CH:20][CH:19]=2)[CH:15]=[N:14]1.C(N(CC)C(C)C)(C)C.CN(C(ON1N=NC2C=CC=CC1=2)=[N+](C)C)C.F[P-](F)(F)(F)(F)F.C([O-])([O-])=O.[Na+].[Na+]. (3) Given the product [C:1]([C:5]1[CH:6]=[C:7]([NH:33][S:34]([CH3:37])(=[O:36])=[O:35])[C:8]([O:31][CH3:32])=[C:9]([NH:11][C:12]([C:14]2[N:15]([CH3:30])[C:16]3[C:21]([CH:22]=2)=[CH:20][CH:19]=[CH:18][C:17]=3[CH2:23][N:24]2[CH2:25][CH2:26][N:27]([C:49](=[O:50])[CH2:48][N:63]3[CH2:64][CH2:65][CH:60]([N:59]([CH3:66])[CH3:58])[CH2:61][CH2:62]3)[CH2:28][CH2:29]2)=[O:13])[CH:10]=1)([CH3:4])([CH3:2])[CH3:3], predict the reactants needed to synthesize it. The reactants are: [C:1]([C:5]1[CH:6]=[C:7]([NH:33][S:34]([CH3:37])(=[O:36])=[O:35])[C:8]([O:31][CH3:32])=[C:9]([NH:11][C:12]([C:14]2[N:15]([CH3:30])[C:16]3[C:21]([CH:22]=2)=[CH:20][CH:19]=[CH:18][C:17]=3[CH2:23][N:24]2[CH2:29][CH2:28][NH:27][CH2:26][CH2:25]2)=[O:13])[CH:10]=1)([CH3:4])([CH3:3])[CH3:2].C(N(CC)C(C)C)(C)C.Cl[CH2:48][C:49](Cl)=[O:50].C(=O)([O-])[O-].[K+].[K+].[CH3:58][N:59]([CH3:66])[CH:60]1[CH2:65][CH2:64][NH:63][CH2:62][CH2:61]1. (4) Given the product [Cl:1][C:2]1[N:3]=[CH:4][C:5]([CH2:8][O:10][C:11]2[CH:12]=[C:13]3[C:18](=[CH:19][CH:20]=2)[NH:17][C:16](=[O:21])[CH:15]=[CH:14]3)=[CH:6][CH:7]=1, predict the reactants needed to synthesize it. The reactants are: [Cl:1][C:2]1[CH:7]=[CH:6][C:5]([CH2:8]Cl)=[CH:4][N:3]=1.[OH:10][C:11]1[CH:12]=[C:13]2[C:18](=[CH:19][CH:20]=1)[NH:17][C:16](=[O:21])[CH:15]=[CH:14]2.C([O-])([O-])=O.[K+].[K+].[I-].[K+]. (5) Given the product [Cl:1][C:2]1[CH:3]=[C:4]([CH:9]=[CH2:10])[N:5]=[N:6][CH:7]=1, predict the reactants needed to synthesize it. The reactants are: [Cl:1][C:2]1[CH:3]=[C:4](O)[N:5]=[N:6][CH:7]=1.[CH:9]([B-](F)(F)F)=[CH2:10].[K+].[F-].[Cs+]. (6) Given the product [C:18](=[O:20])([O:21][CH:22]([CH3:23])[CH3:11])[O:10][C:7]1[CH:8]=[CH:9][C:4]([N+:1]([O-:3])=[O:2])=[CH:5][CH:6]=1, predict the reactants needed to synthesize it. The reactants are: [N+:1]([C:4]1[CH:9]=[CH:8][C:7]([OH:10])=[CH:6][CH:5]=1)([O-:3])=[O:2].[CH2:11](N(CC)CC)C.[C:18]([O:21][CH2:22][CH3:23])(=[O:20])C.O.